The task is: Predict the reaction yield, written as a fraction of the theoretical maximum amount of product (1.0 means a 100% yield; for example, 0.34 means a 34% yield).. This data is from Reaction yield outcomes from USPTO patents with 853,638 reactions. (1) The reactants are [F:1][C:2]([F:32])([F:31])[C:3]1[C:12]([O:13][C@H:14]2[CH2:19][CH2:18][C@@H:17]([CH2:20][CH2:21][CH2:22][CH3:23])[CH2:16][CH2:15]2)=[CH:11][CH:10]=[C:9]2[C:4]=1[CH:5]=[CH:6][C:7]([C@:24]1([CH3:30])[CH2:28][O:27]C(=O)[NH:25]1)=[CH:8]2.[OH-].[Li+].C(O)C.O. No catalyst specified. The product is [NH2:25][C@@:24]([C:7]1[CH:6]=[CH:5][C:4]2[C:9](=[CH:10][CH:11]=[C:12]([O:13][C@H:14]3[CH2:15][CH2:16][C@@H:17]([CH2:20][CH2:21][CH2:22][CH3:23])[CH2:18][CH2:19]3)[C:3]=2[C:2]([F:31])([F:32])[F:1])[CH:8]=1)([CH3:30])[CH2:28][OH:27]. The yield is 0.990. (2) The reactants are [CH3:1][C:2](C)([CH2:6][C:7]1[CH:12]=[CH:11][C:10]([O:13][CH3:14])=[CH:9][CH:8]=1)[C:3](O)=O.C([N:18](CC)CC)C.C1(P(N=[N+]=[N-])(C2C=CC=CC=2)=O)C=CC=CC=1. The catalyst is C1(C)C=CC=CC=1.O1CCOCC1.Cl.O.ClCCl. The product is [CH3:1][C:2]([NH2:18])([CH3:3])[CH2:6][C:7]1[CH:12]=[CH:11][C:10]([O:13][CH3:14])=[CH:9][CH:8]=1. The yield is 0.650. (3) The reactants are Cl[CH2:2][C:3]1[CH:8]=[CH:7][CH:6]=[CH:5][N:4]=1.[OH:9][C:10]1[CH:15]=[CH:14][C:13]([NH:16][C:17]2[C:26]3[C:21](=[CH:22][CH:23]=[CH:24][C:25]=3[O:27][CH2:28][C@H:29]([N:31]([CH3:35])[C:32](=[O:34])[CH3:33])[CH3:30])[N:20]=[CH:19][N:18]=2)=[CH:12][C:11]=1[CH3:36]. No catalyst specified. The product is [CH3:35][N:31]([C@H:29]([CH3:30])[CH2:28][O:27][C:25]1[CH:24]=[CH:23][CH:22]=[C:21]2[C:26]=1[C:17]([NH:16][C:13]1[CH:14]=[CH:15][C:10]([O:9][CH2:2][C:3]3[CH:8]=[CH:7][CH:6]=[CH:5][N:4]=3)=[C:11]([CH3:36])[CH:12]=1)=[N:18][CH:19]=[N:20]2)[C:32](=[O:34])[CH3:33]. The yield is 0.430. (4) The reactants are [Cl:1][C:2]1[CH:23]=[CH:22][C:5]([C:6]([C:8]2[CH:9]=[C:10]3[C:15](=[CH:16][CH:17]=2)[N:14]=[CH:13][C:12](C(O)=O)=[C:11]3[OH:21])=[O:7])=[CH:4][CH:3]=1.N1C2C(=CC=CC=2)C=CC=1. The catalyst is C(Cl)Cl. The product is [Cl:1][C:2]1[CH:3]=[CH:4][C:5]([C:6]([C:8]2[CH:9]=[C:10]3[C:15](=[CH:16][CH:17]=2)[N:14]=[CH:13][CH:12]=[C:11]3[OH:21])=[O:7])=[CH:22][CH:23]=1. The yield is 0.710. (5) The reactants are [CH3:1][C:2]1[C:12]([N+:13]([O-:15])=[O:14])=[CH:11][CH:10]=[CH:9][C:3]=1[C:4]([O:6][CH2:7][CH3:8])=[O:5].[Br:16]N1C(=O)CCC1=O.C(OOC(=O)C1C=CC=CC=1)(=O)C1C=CC=CC=1. The catalyst is C(Cl)(Cl)(Cl)Cl. The product is [Br:16][CH2:1][C:2]1[C:12]([N+:13]([O-:15])=[O:14])=[CH:11][CH:10]=[CH:9][C:3]=1[C:4]([O:6][CH2:7][CH3:8])=[O:5]. The yield is 0.610. (6) The reactants are Br[C:2]1[C:10]([CH3:11])=[C:9]2[C:5]([C:6](=[O:13])[C:7](=[O:12])[NH:8]2)=[CH:4][CH:3]=1.[C:14]1(B(O)O)[CH:19]=[CH:18][CH:17]=[CH:16][CH:15]=1.C([O-])(O)=O.[Na+]. The catalyst is COCCOC.O.C1C=CC([P]([Pd]([P](C2C=CC=CC=2)(C2C=CC=CC=2)C2C=CC=CC=2)([P](C2C=CC=CC=2)(C2C=CC=CC=2)C2C=CC=CC=2)[P](C2C=CC=CC=2)(C2C=CC=CC=2)C2C=CC=CC=2)(C2C=CC=CC=2)C2C=CC=CC=2)=CC=1. The product is [CH3:11][C:10]1[C:2]([C:14]2[CH:19]=[CH:18][CH:17]=[CH:16][CH:15]=2)=[CH:3][CH:4]=[C:5]2[C:9]=1[NH:8][C:7](=[O:12])[C:6]2=[O:13]. The yield is 0.510.